This data is from Tox21: 12 toxicity assays (nuclear receptors and stress response pathways). The task is: Binary classification across 12 toxicity assays. (1) It tested positive (active) for: NR-AhR (Aryl hydrocarbon Receptor agonist activity), NR-ER-LBD (Estrogen Receptor Ligand Binding Domain agonist), and SR-MMP (Mitochondrial Membrane Potential disruption). The compound is Oc1cc2ccccc2c2ccccc12. (2) The compound is O=[N+]([O-])c1ccc2ncccc2c1. It tested positive (active) for: SR-MMP (Mitochondrial Membrane Potential disruption). (3) The compound is CCCCC(CC)C(=O)OCCOCCOCCOCCOC(=O)C(CC)CCCC. It tested positive (active) for: NR-Aromatase (Aromatase enzyme inhibition). (4) The compound is O=C(CC(=O)c1ccccc1)c1ccccc1. It tested positive (active) for: NR-AhR (Aryl hydrocarbon Receptor agonist activity), NR-ER (Estrogen Receptor agonist activity), SR-ARE (Antioxidant Response Element (oxidative stress)), SR-ATAD5 (ATAD5 genotoxicity (DNA damage)), and SR-MMP (Mitochondrial Membrane Potential disruption). (5) It tested positive (active) for: NR-AhR (Aryl hydrocarbon Receptor agonist activity), and NR-Aromatase (Aromatase enzyme inhibition). The compound is Clc1cccc(C(c2ccc3nc[nH]c3c2)n2ccnc2)c1. (6) The compound is COc1ccc2nc(N)sc2c1. It tested positive (active) for: NR-AhR (Aryl hydrocarbon Receptor agonist activity), and NR-ER (Estrogen Receptor agonist activity).